Dataset: Reaction yield outcomes from USPTO patents with 853,638 reactions. Task: Predict the reaction yield, written as a fraction of the theoretical maximum amount of product (1.0 means a 100% yield; for example, 0.34 means a 34% yield). (1) The reactants are [BH4-].[Li+].[N+:3]([C:6]1[CH:7]=[C:8]([CH:12]([CH3:17])[C:13](OC)=[O:14])[CH:9]=[CH:10][CH:11]=1)([O-:5])=[O:4]. The catalyst is C1COCC1. The product is [N+:3]([C:6]1[CH:7]=[C:8]([CH:12]([CH3:17])[CH2:13][OH:14])[CH:9]=[CH:10][CH:11]=1)([O-:5])=[O:4]. The yield is 1.00. (2) The reactants are Cl[CH2:2][C:3]1[CH:8]=[CH:7][C:6]([O:9][CH3:10])=[CH:5][CH:4]=1.[Cl:11][C:12]1[C:13]([OH:23])=[CH:14][C:15]([OH:22])=[C:16]([CH:21]=1)[C:17]([O:19][CH3:20])=[O:18].C(=O)([O-])[O-].[K+].[K+]. The catalyst is CC(C)=O. The product is [Cl:11][C:12]1[C:13]([O:23][CH2:2][C:3]2[CH:8]=[CH:7][C:6]([O:9][CH3:10])=[CH:5][CH:4]=2)=[CH:14][C:15]([OH:22])=[C:16]([CH:21]=1)[C:17]([O:19][CH3:20])=[O:18]. The yield is 0.460. (3) The reactants are C[C:2]([CH3:5])([O-:4])C.[K+].C1(C)C=CC=CC=1.[NH:14]([CH2:18][CH2:19]O)[CH2:15][CH2:16][OH:17].ClCC(OC)=[O:24]. The catalyst is CO. The product is [OH:17][CH2:16][CH2:15][N:14]1[CH2:5][CH2:2][O:4][CH2:19][C:18]1=[O:24]. The yield is 0.0900. (4) The reactants are Br[C:2]1[S:3][C:4]([S:8]([NH2:11])(=[O:10])=[O:9])=[C:5]([Br:7])[N:6]=1.[NH:12]1[CH2:17][CH2:16][O:15][CH2:14][CH2:13]1.C(=O)([O-])[O-].[Cs+].[Cs+]. The catalyst is C1COCC1. The product is [Br:7][C:5]1[N:6]=[C:2]([N:12]2[CH2:17][CH2:16][O:15][CH2:14][CH2:13]2)[S:3][C:4]=1[S:8]([NH2:11])(=[O:10])=[O:9]. The yield is 0.440. (5) The reactants are C([O:9][CH:10]([C:27]([NH:29][C@@H:30]([C:32]1[CH:37]=[CH:36][CH:35]=[CH:34][CH:33]=1)[CH3:31])=[O:28])[C@@H:11]([NH:16]C(OCC1C=CC=CC=1)=O)[CH2:12][CH2:13][CH2:14][CH3:15])(=O)C1C=CC=CC=1.[OH-].[Na+]. The catalyst is O1CCOCC1.O. The product is [NH2:16][C@@H:11]([CH2:12][CH2:13][CH2:14][CH3:15])[CH:10]([OH:9])[C:27]([NH:29][C@@H:30]([C:32]1[CH:33]=[CH:34][CH:35]=[CH:36][CH:37]=1)[CH3:31])=[O:28]. The yield is 0.950.